Dataset: Catalyst prediction with 721,799 reactions and 888 catalyst types from USPTO. Task: Predict which catalyst facilitates the given reaction. Reactant: [C:1]([O:5][C@@H:6]1[CH2:11][NH:10][C@H:9]([C:12]([N:14]2[CH2:19][CH2:18][N:17]([C:20]3[CH:25]=[CH:24][CH:23]=[CH:22][CH:21]=3)[CH2:16][CH2:15]2)=[O:13])[C@@H:8]([C:26]([O:28][CH3:29])=[O:27])[CH2:7]1)([CH3:4])([CH3:3])[CH3:2].C(Cl)Cl.Cl[C:34]([O:36][CH3:37])=[O:35]. Product: [C:1]([O:5][C@@H:6]1[CH2:11][N:10]([C:34]([O:36][CH3:37])=[O:35])[C@H:9]([C:12]([N:14]2[CH2:19][CH2:18][N:17]([C:20]3[CH:25]=[CH:24][CH:23]=[CH:22][CH:21]=3)[CH2:16][CH2:15]2)=[O:13])[C@@H:8]([C:26]([O:28][CH3:29])=[O:27])[CH2:7]1)([CH3:4])([CH3:3])[CH3:2]. The catalyst class is: 277.